Dataset: NCI-60 drug combinations with 297,098 pairs across 59 cell lines. Task: Regression. Given two drug SMILES strings and cell line genomic features, predict the synergy score measuring deviation from expected non-interaction effect. Drug 1: CCCS(=O)(=O)NC1=C(C(=C(C=C1)F)C(=O)C2=CNC3=C2C=C(C=N3)C4=CC=C(C=C4)Cl)F. Drug 2: CS(=O)(=O)C1=CC(=C(C=C1)C(=O)NC2=CC(=C(C=C2)Cl)C3=CC=CC=N3)Cl. Cell line: OVCAR-8. Synergy scores: CSS=6.03, Synergy_ZIP=-0.194, Synergy_Bliss=6.41, Synergy_Loewe=2.08, Synergy_HSA=4.26.